From a dataset of Catalyst prediction with 721,799 reactions and 888 catalyst types from USPTO. Predict which catalyst facilitates the given reaction. (1) The catalyst class is: 6. Product: [F:51][C:24]([F:23])([S:47]([O-:50])(=[O:49])=[O:48])[C:25]([F:45])([F:46])[C:26]([F:44])([F:43])[C:27]([F:41])([F:42])[C:28]([F:40])([F:39])[C:29]([F:38])([F:37])[C:30]([F:36])([F:35])[C:31]([F:34])([F:33])[F:32].[CH:6]1[C:15]2[C:10](=[CH:11][CH:12]=[CH:13][CH:14]=2)[CH:9]=[CH:8][C:7]=1[S+:16]1[CH2:20][CH2:19][CH2:18][CH2:17]1. Reactant: CS([O-])(=O)=O.[CH:6]1[C:15]2[C:10](=[CH:11][CH:12]=[CH:13][CH:14]=2)[CH:9]=[CH:8][C:7]=1[S+:16]1[CH2:20][CH2:19][CH2:18][CH2:17]1.CO.[F:23][C:24]([F:51])([S:47]([OH:50])(=[O:49])=[O:48])[C:25]([F:46])([F:45])[C:26]([F:44])([F:43])[C:27]([F:42])([F:41])[C:28]([F:40])([F:39])[C:29]([F:38])([F:37])[C:30]([F:36])([F:35])[C:31]([F:34])([F:33])[F:32]. (2) Reactant: [CH3:1][S:2]([CH2:5][CH:6]=[CH2:7])(=[O:4])=[O:3].[Br:8][C:9]1[CH:10]=[N:11][CH:12]=[C:13](Br)[CH:14]=1.CC([O-])=O.[Na+].C1C=CC(P(C2C=CC=CC=2)C2C=CC=CC=2)=CC=1. Product: [Br:8][C:9]1[CH:10]=[N:11][CH:12]=[C:13]([CH:7]=[CH:6][CH2:5][S:2]([CH3:1])(=[O:4])=[O:3])[CH:14]=1. The catalyst class is: 231. (3) Reactant: Cl[CH2:2][C:3]1[C:8]([F:9])=[CH:7][C:6]([C:10]2[CH:15]=[C:14]([O:16][CH3:17])[CH:13]=[CH:12][C:11]=2[F:18])=[C:5]([C@H:19]2[CH2:23][CH2:22][CH2:21][C:20]2([CH3:25])[CH3:24])[CH:4]=1.ClCC1C(F)=CC(C2C=C([O:41]C)C=CC=2F)=C([C@@H]2CCCC2(C)C)C=1.CN(C=O)C.S(Cl)(Cl)=O. Product: [CH3:24][C:20]1([CH3:25])[CH2:21][CH2:22][CH2:23][CH:19]1[C:5]1[CH:4]=[C:3]([CH2:2][OH:41])[C:8]([F:9])=[CH:7][C:6]=1[C:10]1[CH:15]=[C:14]([O:16][CH3:17])[CH:13]=[CH:12][C:11]=1[F:18]. The catalyst class is: 2. (4) Reactant: Cl.[Br:2][C:3]1[CH:11]=[N:10][CH:9]=[CH:8][C:4]=1[C:5]([OH:7])=[O:6].S(Cl)([Cl:14])=O.[CH3:16]O. Product: [ClH:14].[Br:2][C:3]1[CH:11]=[N:10][CH:9]=[CH:8][C:4]=1[C:5]([O:7][CH3:16])=[O:6]. The catalyst class is: 399.